This data is from Full USPTO retrosynthesis dataset with 1.9M reactions from patents (1976-2016). The task is: Predict the reactants needed to synthesize the given product. (1) Given the product [Cl:20][C:21]1[CH:26]=[CH:25][C:24]([C:7]2[CH2:12][CH2:11][CH2:10][CH2:9][C:8]=2[C:13]([O:15][CH2:16][CH3:17])=[O:14])=[CH:23][CH:22]=1, predict the reactants needed to synthesize it. The reactants are: FC(F)(F)S(O[C:7]1[CH2:12][CH2:11][CH2:10][CH2:9][C:8]=1[C:13]([O:15][CH2:16][CH3:17])=[O:14])(=O)=O.[Cl:20][C:21]1[CH:26]=[CH:25][C:24](B(O)O)=[CH:23][CH:22]=1.C([O-])([O-])=O.[Na+].[Na+].CCOCC. (2) Given the product [CH3:34][C:18]1[CH:19]=[CH:20][C:21]([C:24]2[O:28][C:27]([CH2:29][CH2:30][C:31]([NH:17][C:14]3[CH:15]=[C:16]4[C:11]([CH:10]=[N:9][N:8]4[CH2:7][CH2:6][N:1]4[CH2:5][CH2:4][CH2:3][CH2:2]4)=[CH:12][CH:13]=3)=[O:32])=[N:26][CH:25]=2)=[CH:22][CH:23]=1, predict the reactants needed to synthesize it. The reactants are: [N:1]1([CH2:6][CH2:7][N:8]2[C:16]3[C:11](=[CH:12][CH:13]=[C:14]([NH2:17])[CH:15]=3)[CH:10]=[N:9]2)[CH2:5][CH2:4][CH2:3][CH2:2]1.[C:18]1([CH3:34])[CH:23]=[CH:22][C:21]([C:24]2[O:28][C:27]([CH2:29][CH2:30][C:31](O)=[O:32])=[N:26][CH:25]=2)=[CH:20][CH:19]=1. (3) Given the product [C:1]([O:5][C:6]([N:8]1[CH2:13][CH2:12][CH:11]([C:14]2[CH:15]=[C:16]3[C:25](=[CH:26][C:27]=2[Br:30])[O:24][CH2:23][C:22]2[N:17]3[CH:18]([CH3:29])[C:19](=[O:28])[NH:20][N:21]=2)[CH2:10][CH2:9]1)=[O:7])([CH3:4])([CH3:2])[CH3:3], predict the reactants needed to synthesize it. The reactants are: [C:1]([O:5][C:6]([N:8]1[CH2:13][CH2:12][CH:11]([C:14]2[CH:15]=[C:16]3[C:25](=[CH:26][CH:27]=2)[O:24][CH2:23][C:22]2[N:17]3[CH:18]([CH3:29])[C:19](=[O:28])[NH:20][N:21]=2)[CH2:10][CH2:9]1)=[O:7])([CH3:4])([CH3:3])[CH3:2].[Br-:30].[Br-].[Br-].C([N+](CCCC)(CCCC)CCCC)CCC.C([N+](CCCC)(CCCC)CCCC)CCC.C([N+](CCCC)(CCCC)CCCC)CCC. (4) Given the product [C:41]([N:32]1[C@H:4]([C:3]([NH:71][C@@H:55]([CH2:56][C:57]2[CH:62]=[CH:61][C:60]([O:63][C:64]3[CH:69]=[CH:68][N:67]=[C:66]([CH3:70])[CH:65]=3)=[CH:59][CH:58]=2)[C:54]([OH:53])=[O:72])=[O:40])[CH2:5][C:6]2[CH:7]=[C:8]3[O:13][CH2:12][C@H:11]([C:14]4[CH:15]=[CH:16][C:17]([O:20][CH2:21][C:22]5[CH:27]=[CH:26][C:25]([Cl:28])=[C:24]([Cl:29])[CH:23]=5)=[CH:18][CH:19]=4)[O:10][C:9]3=[CH:30][C:31]=2[CH2:33]1)(=[O:48])[C:42]1[CH:47]=[CH:46][CH:45]=[CH:44][CH:43]=1, predict the reactants needed to synthesize it. The reactants are: CO[C:3](=[O:40])[C@@H:4]([NH:32][C:33](OC(C)(C)C)=O)[CH2:5][C:6]1[CH:31]=[CH:30][C:9]2[O:10][C@@H:11]([C:14]3[CH:19]=[CH:18][C:17]([O:20][CH2:21][C:22]4[CH:27]=[CH:26][C:25]([Cl:28])=[C:24]([Cl:29])[CH:23]=4)=[CH:16][CH:15]=3)[CH2:12][O:13][C:8]=2[CH:7]=1.[C:41](Cl)(=[O:48])[C:42]1[CH:47]=[CH:46][CH:45]=[CH:44][CH:43]=1.Cl.Cl.C[O:53][C:54](=[O:72])[C@@H:55]([NH2:71])[CH2:56][C:57]1[CH:62]=[CH:61][C:60]([O:63][C:64]2[CH:69]=[CH:68][N:67]=[C:66]([CH3:70])[CH:65]=2)=[CH:59][CH:58]=1.